From a dataset of Forward reaction prediction with 1.9M reactions from USPTO patents (1976-2016). Predict the product of the given reaction. (1) Given the reactants [CH3:1][O:2][C:3]1[C:12]([NH:13][C:14](=[O:18])OCC)=[N:11][C:10]2[C:5](=[CH:6][CH:7]=[C:8]([O:19][CH3:20])[CH:9]=2)[N:4]=1.[N:21]1[CH:26]=[CH:25][CH:24]=[N:23][C:22]=1[N:27]1[CH2:32][CH2:31][NH:30][CH2:29][CH2:28]1, predict the reaction product. The product is: [CH3:1][O:2][C:3]1[C:12]([NH:13][C:14]([N:30]2[CH2:31][CH2:32][N:27]([C:22]3[N:21]=[CH:26][CH:25]=[CH:24][N:23]=3)[CH2:28][CH2:29]2)=[O:18])=[N:11][C:10]2[C:5](=[CH:6][CH:7]=[C:8]([O:19][CH3:20])[CH:9]=2)[N:4]=1. (2) Given the reactants Br[C:2]1[CH:7]=[CH:6][C:5]([C:8]2[N:9]=[CH:10][C:11]([NH2:14])=[N:12][CH:13]=2)=[C:4]([F:15])[CH:3]=1.[N:16]1([S:22]([C:25]2[CH:30]=[CH:29][CH:28]=[CH:27][C:26]=2B(O)O)(=[O:24])=[O:23])[CH2:21][CH2:20][CH2:19][CH2:18][CH2:17]1, predict the reaction product. The product is: [F:15][C:4]1[CH:3]=[C:2]([C:26]2[CH:27]=[CH:28][CH:29]=[CH:30][C:25]=2[S:22]([N:16]2[CH2:21][CH2:20][CH2:19][CH2:18][CH2:17]2)(=[O:24])=[O:23])[CH:7]=[CH:6][C:5]=1[C:8]1[N:9]=[CH:10][C:11]([NH2:14])=[N:12][CH:13]=1. (3) Given the reactants CC(C)([O-])C.[K+].[CH2:7]([N:14]([CH2:18][C:19]1[C:24](Cl)=[N:23][C:22]([N:26]2[CH2:31][CH2:30][CH2:29][CH2:28][CH:27]2[CH3:32])=[CH:21][N:20]=1)[CH2:15][CH2:16][OH:17])[C:8]1[CH:13]=[CH:12][CH:11]=[CH:10][CH:9]=1.O, predict the reaction product. The product is: [CH2:7]([N:14]1[CH2:18][C:19]2[N:20]=[CH:21][C:22]([N:26]3[CH2:31][CH2:30][CH2:29][CH2:28][CH:27]3[CH3:32])=[N:23][C:24]=2[O:17][CH2:16][CH2:15]1)[C:8]1[CH:13]=[CH:12][CH:11]=[CH:10][CH:9]=1. (4) Given the reactants [CH3:1][O:2][C:3]([CH:5]1[CH2:9][CH:8](OS(C)(=O)=O)[CH2:7][N:6]1[C:15]([O:17][C:18]([CH3:21])([CH3:20])[CH3:19])=[O:16])=[O:4].[N-:22]=[N+:23]=[N-:24].[Na+].O.CCCCCC.C(OCC)(=O)C, predict the reaction product. The product is: [CH3:1][O:2][C:3]([CH:5]1[CH2:9][CH:8]([N:22]=[N+:23]=[N-:24])[CH2:7][N:6]1[C:15]([O:17][C:18]([CH3:21])([CH3:20])[CH3:19])=[O:16])=[O:4]. (5) Given the reactants Cl[C:2]1[N:7]=[C:6]([C@@H:8]([NH:18][C:19](=[O:35])[CH2:20][N:21]2[C:25]3[C:26]([F:31])([F:30])[C@@H:27]4[CH2:29][C@@H:28]4[C:24]=3[C:23]([CH:32]([F:34])[F:33])=[N:22]2)[CH2:9][C:10]2[CH:15]=[C:14]([F:16])[CH:13]=[C:12]([F:17])[CH:11]=2)[C:5]([C:36]2[CH:37]=[CH:38][C:39]([Cl:51])=[C:40]3[C:44]=2[N:43]([CH3:45])[N:42]=[C:41]3[NH:46][S:47]([CH3:50])(=[O:49])=[O:48])=[CH:4][CH:3]=1.[C:52]([C:54]1[N:55]=[CH:56][N:57]([CH3:59])[CH:58]=1)#[CH:53].C(#N)C.FC(F)(F)C(O)=O, predict the reaction product. The product is: [Cl:51][C:39]1[CH:38]=[CH:37][C:36]([C:5]2[C:6]([C@@H:8]([NH:18][C:19](=[O:35])[CH2:20][N:21]3[C:25]4[C:26]([F:30])([F:31])[C@@H:27]5[CH2:29][C@@H:28]5[C:24]=4[C:23]([CH:32]([F:34])[F:33])=[N:22]3)[CH2:9][C:10]3[CH:15]=[C:14]([F:16])[CH:13]=[C:12]([F:17])[CH:11]=3)=[N:7][C:2]([C:53]#[C:52][C:54]3[N:55]=[CH:56][N:57]([CH3:59])[CH:58]=3)=[CH:3][CH:4]=2)=[C:44]2[C:40]=1[C:41]([NH:46][S:47]([CH3:50])(=[O:49])=[O:48])=[N:42][N:43]2[CH3:45].